Dataset: Peptide-MHC class II binding affinity with 134,281 pairs from IEDB. Task: Regression. Given a peptide amino acid sequence and an MHC pseudo amino acid sequence, predict their binding affinity value. This is MHC class II binding data. (1) The peptide sequence is KKDMQSEAQLALTIISL. The MHC is HLA-DQA10201-DQB10301 with pseudo-sequence HLA-DQA10201-DQB10301. The binding affinity (normalized) is 0.538. (2) The peptide sequence is ASGGRLNPTEPLPIF. The MHC is DRB3_0202 with pseudo-sequence DRB3_0202. The binding affinity (normalized) is 0.360.